This data is from Forward reaction prediction with 1.9M reactions from USPTO patents (1976-2016). The task is: Predict the product of the given reaction. (1) Given the reactants [C:1]1([C:7]2[N:8]=[C:9]([CH2:12][CH2:13][CH2:14][NH2:15])[S:10][CH:11]=2)[CH:6]=[CH:5][CH:4]=[CH:3][CH:2]=1.[F:16][C:17]([F:33])([F:32])[C:18]1[O:22][N:21]=[C:20]([C:23]2[CH:24]=[C:25]([CH:29]=[CH:30][CH:31]=2)[C:26](O)=[O:27])[N:19]=1, predict the reaction product. The product is: [C:1]1([C:7]2[N:8]=[C:9]([CH2:12][CH2:13][CH2:14][NH:15][C:26](=[O:27])[C:25]3[CH:29]=[CH:30][CH:31]=[C:23]([C:20]4[N:19]=[C:18]([C:17]([F:33])([F:32])[F:16])[O:22][N:21]=4)[CH:24]=3)[S:10][CH:11]=2)[CH:2]=[CH:3][CH:4]=[CH:5][CH:6]=1. (2) Given the reactants [CH3:1][O:2][C:3]1[CH:8]=[CH:7][C:6]([C@@H:9]2[C@@H:14]([O:15][CH2:16][C:17]3[CH:18]=[CH:19][C:20]4[O:25][CH2:24][CH2:23][N:22]([CH2:26][CH2:27][CH2:28][O:29][CH3:30])[C:21]=4[CH:31]=3)[CH2:13][N:12]([S:32]([C:35]3[CH:40]=[CH:39][C:38]([CH3:41])=[CH:37][CH:36]=3)(=[O:34])=[O:33])[C@H:11]([CH2:42][C:43]([CH3:48])([CH3:47])[C:44](O)=[O:45])[CH2:10]2)=[CH:5][CH:4]=1.[CH3:49][NH2:50], predict the reaction product. The product is: [CH3:1][O:2][C:3]1[CH:4]=[CH:5][C:6]([C@@H:9]2[C@@H:14]([O:15][CH2:16][C:17]3[CH:18]=[CH:19][C:20]4[O:25][CH2:24][CH2:23][N:22]([CH2:26][CH2:27][CH2:28][O:29][CH3:30])[C:21]=4[CH:31]=3)[CH2:13][N:12]([S:32]([C:35]3[CH:36]=[CH:37][C:38]([CH3:41])=[CH:39][CH:40]=3)(=[O:33])=[O:34])[C@H:11]([CH2:42][C:43]([CH3:48])([CH3:47])[C:44]([NH:50][CH3:49])=[O:45])[CH2:10]2)=[CH:7][CH:8]=1. (3) Given the reactants [Na].C[O-].[Na+].Cl.[NH2:6][C:7]([NH2:9])=[NH:8].CN(C)[CH:12]=[CH:13][C:14]([C:16]1[CH:21]=[CH:20][CH:19]=[CH:18][C:17]=1[OH:22])=O, predict the reaction product. The product is: [NH2:8][C:7]1[N:9]=[C:14]([C:16]2[CH:21]=[CH:20][CH:19]=[CH:18][C:17]=2[OH:22])[CH:13]=[CH:12][N:6]=1. (4) Given the reactants [CH3:1][NH:2][C:3]([CH:5]1[C:11]2[NH:12][C:13]3[CH:14]=[CH:15][CH:16]=[CH:17][C:18]=3[C:10]=2[CH2:9][CH2:8][NH:7][CH2:6]1)=[O:4].[F:19][C:20]1[CH:28]=[CH:27][C:23]([C:24](Cl)=[O:25])=[CH:22][CH:21]=1, predict the reaction product. The product is: [CH3:1][NH:2][C:3]([CH:5]1[C:11]2[NH:12][C:13]3[CH:14]=[CH:15][CH:16]=[CH:17][C:18]=3[C:10]=2[CH2:9][CH2:8][N:7]([C:24](=[O:25])[C:23]2[CH:27]=[CH:28][C:20]([F:19])=[CH:21][CH:22]=2)[CH2:6]1)=[O:4]. (5) Given the reactants [CH3:1][C@@H:2]1[C:8](=[O:9])[NH:7][CH2:6][C@H:5]([CH3:10])[CH2:4][N:3]1C(OCC1C=CC=CC=1)=O, predict the reaction product. The product is: [CH3:1][C@H:2]1[NH:3][CH2:4][C@@H:5]([CH3:10])[CH2:6][NH:7][C:8]1=[O:9]. (6) Given the reactants [Cl:1][C:2]1[CH:3]=[CH:4][C:5]([OH:8])=[N:6][CH:7]=1.[CH2:9]([NH:16][C:17]([C:19]1[S:23][C:22](Br)=[N:21][C:20]=1[CH3:25])=[O:18])[C:10]1[CH:15]=[CH:14][CH:13]=[CH:12][CH:11]=1, predict the reaction product. The product is: [CH2:9]([NH:16][C:17]([C:19]1[S:23][C:22]([N:6]2[CH:7]=[C:2]([Cl:1])[CH:3]=[CH:4][C:5]2=[O:8])=[N:21][C:20]=1[CH3:25])=[O:18])[C:10]1[CH:11]=[CH:12][CH:13]=[CH:14][CH:15]=1. (7) The product is: [F:25][C:22]([F:23])([F:24])[C:21]([N:20]([CH2:19][C:15]1[CH:14]=[C:13]([C:11]([O:10][CH2:8][CH3:9])=[O:12])[CH:18]=[CH:17][N:16]=1)[CH2:27][C:28](=[O:30])[N:2]([CH2:3][CH2:4][CH2:5][CH2:6][OH:7])[CH3:1])=[O:26]. Given the reactants [CH3:1][NH:2][CH2:3][CH2:4][CH2:5][CH2:6][OH:7].[CH2:8]([O:10][C:11]([C:13]1[CH:18]=[CH:17][N:16]=[C:15]([CH2:19][N:20]([CH2:27][C:28]([OH:30])=O)[C:21](=[O:26])[C:22]([F:25])([F:24])[F:23])[CH:14]=1)=[O:12])[CH3:9], predict the reaction product.